Dataset: Peptide-MHC class II binding affinity with 134,281 pairs from IEDB. Task: Regression. Given a peptide amino acid sequence and an MHC pseudo amino acid sequence, predict their binding affinity value. This is MHC class II binding data. (1) The binding affinity (normalized) is 0.406. The peptide sequence is EVIPTAFSIGKTYKP. The MHC is DRB1_0101 with pseudo-sequence DRB1_0101. (2) The peptide sequence is YAVSFNYFVCNLLQE. The MHC is DRB3_0101 with pseudo-sequence DRB3_0101. The binding affinity (normalized) is 0.343. (3) The peptide sequence is ACILDGDNLFPKV. The MHC is DRB3_0101 with pseudo-sequence DRB3_0101. The binding affinity (normalized) is 0.570. (4) The peptide sequence is EPAYFATAESVRDHL. The MHC is HLA-DQA10102-DQB10602 with pseudo-sequence HLA-DQA10102-DQB10602. The binding affinity (normalized) is 0.354. (5) The peptide sequence is AAVPGKNVVNVQTKP. The MHC is DRB1_1301 with pseudo-sequence DRB1_1301. The binding affinity (normalized) is 0. (6) The peptide sequence is AFASGFRAINPTMRQ. The MHC is HLA-DQA10501-DQB10301 with pseudo-sequence HLA-DQA10501-DQB10301. The binding affinity (normalized) is 0.412.